From a dataset of Peptide-MHC class I binding affinity with 185,985 pairs from IEDB/IMGT. Regression. Given a peptide amino acid sequence and an MHC pseudo amino acid sequence, predict their binding affinity value. This is MHC class I binding data. (1) The peptide sequence is AFSMPLGVV. The MHC is HLA-A24:02 with pseudo-sequence HLA-A24:02. The binding affinity (normalized) is 0.266. (2) The peptide sequence is KMQRMLLEK. The MHC is HLA-A68:01 with pseudo-sequence HLA-A68:01. The binding affinity (normalized) is 0.332. (3) The peptide sequence is TPQDLNTML. The binding affinity (normalized) is 0. The MHC is HLA-B58:01 with pseudo-sequence HLA-B58:01. (4) The MHC is HLA-A02:01 with pseudo-sequence HLA-A02:01. The binding affinity (normalized) is 0.0847. The peptide sequence is NTRDHVNLV. (5) The peptide sequence is PRRHRILDIYL. The MHC is Mamu-B08 with pseudo-sequence Mamu-B08. The binding affinity (normalized) is 0.472.